From a dataset of Forward reaction prediction with 1.9M reactions from USPTO patents (1976-2016). Predict the product of the given reaction. Given the reactants [C:1]([O:5][C:6]([N:8]1[CH2:13][CH2:12][CH:11]([O:14][C:15]2[CH:24]=[C:23]([O:25][CH3:26])[CH:22]=[C:21]3[C:16]=2[C:17](=O)[NH:18][CH:19]=[N:20]3)[CH2:10][CH2:9]1)=[O:7])([CH3:4])([CH3:3])[CH3:2].C1(P(C2C=CC=CC=2)C2C=CC=CC=2)C=CC=CC=1.C(Cl)(Cl)(Cl)[Cl:48], predict the reaction product. The product is: [C:1]([O:5][C:6]([N:8]1[CH2:13][CH2:12][CH:11]([O:14][C:15]2[CH:24]=[C:23]([O:25][CH3:26])[CH:22]=[C:21]3[C:16]=2[C:17]([Cl:48])=[N:18][CH:19]=[N:20]3)[CH2:10][CH2:9]1)=[O:7])([CH3:4])([CH3:3])[CH3:2].